This data is from Full USPTO retrosynthesis dataset with 1.9M reactions from patents (1976-2016). The task is: Predict the reactants needed to synthesize the given product. (1) Given the product [NH2:1][C:2]1[C:7]([C:8]#[N:9])=[C:6]([Br:10])[N:5]=[C:4]([NH:11][C:12](=[O:13])[CH3:14])[CH:3]=1, predict the reactants needed to synthesize it. The reactants are: [NH2:1][C:2]1[C:7]([C:8]#[N:9])=[C:6]([Br:10])[N:5]=[C:4]([NH2:11])[CH:3]=1.[C:12](Cl)([CH3:14])=[O:13].O. (2) The reactants are: O=C(Cl)[O:3][C:4](Cl)(Cl)Cl.[CH:9]1([NH:15][CH:16]2[CH2:22][CH:21]3[N:23]([C:24]([O:26][C:27]([CH3:30])([CH3:29])[CH3:28])=[O:25])[CH:18]([CH2:19][CH2:20]3)[CH2:17]2)[CH2:14][CH2:13][CH2:12][CH2:11][CH2:10]1.[CH2:31]([N:33](CC)[CH2:34][CH3:35])[CH3:32].C(NCC)C. Given the product [CH:9]1([N:15]([C:4]([N:33]([CH2:34][CH3:35])[CH2:31][CH3:32])=[O:3])[CH:16]2[CH2:17][CH:18]3[N:23]([C:24]([O:26][C:27]([CH3:30])([CH3:29])[CH3:28])=[O:25])[CH:21]([CH2:20][CH2:19]3)[CH2:22]2)[CH2:10][CH2:11][CH2:12][CH2:13][CH2:14]1, predict the reactants needed to synthesize it.